This data is from Forward reaction prediction with 1.9M reactions from USPTO patents (1976-2016). The task is: Predict the product of the given reaction. Given the reactants [Br:1][C:2]1[CH:3]=[C:4]([CH3:9])[CH:5]=[C:6]([Br:8])[CH:7]=1.C1C(=O)N([Br:17])C(=O)C1.CC(N=NC(C#N)(C)C)(C#N)C.ClCCl, predict the reaction product. The product is: [Br:1][C:2]1[CH:3]=[C:4]([CH2:9][Br:17])[CH:5]=[C:6]([Br:8])[CH:7]=1.